This data is from Reaction yield outcomes from USPTO patents with 853,638 reactions. The task is: Predict the reaction yield, written as a fraction of the theoretical maximum amount of product (1.0 means a 100% yield; for example, 0.34 means a 34% yield). (1) The reactants are [C:1]([NH:8][C:9]1([C:18](O)=O)[CH2:17][C:16]2[C:11](=[CH:12][CH:13]=[CH:14][CH:15]=2)[CH2:10]1)([O:3][C:4]([CH3:7])([CH3:6])[CH3:5])=[O:2].CN1CCOCC1.ClC(OC(C)C)=O.C1(C)C=CC=CC=1.[Br:42][C:43]1[CH:44]=[C:45]([NH2:50])[C:46]([NH2:49])=[CH:47][CH:48]=1.C(O)(=O)C. The catalyst is CN(C)C=O. The product is [Br:42][C:43]1[CH:48]=[CH:47][C:46]2[NH:49][C:18]([C:9]3([NH:8][C:1](=[O:2])[O:3][C:4]([CH3:7])([CH3:6])[CH3:5])[CH2:17][C:16]4[C:11](=[CH:12][CH:13]=[CH:14][CH:15]=4)[CH2:10]3)=[N:50][C:45]=2[CH:44]=1. The yield is 0.600. (2) The reactants are CC#N.[C:4]([O:12][CH2:13][C@@:14]1([C:33]#[CH:34])[O:18][C@@H:17]([N:19]2[CH:27]=[C:25]([CH3:26])[C:23](=[O:24])[NH:22][C:20]2=[O:21])[CH2:16][C@H:15]1OS(C)(=O)=O)(=[O:11])[C:5]1[CH:10]=[CH:9][CH:8]=[CH:7][CH:6]=1.C1CN2C(=NCCC2)C1. The catalyst is CC(O)=O. The product is [C:4]([O:12][CH2:13][C@@:14]1([C:33]#[CH:34])[O:18][C@@H:17]([N:19]2[CH:27]=[C:25]([CH3:26])[C:23](=[O:24])[NH:22][C:20]2=[O:21])[CH:16]=[CH:15]1)(=[O:11])[C:5]1[CH:10]=[CH:9][CH:8]=[CH:7][CH:6]=1. The yield is 0.950. (3) The reactants are CC1(C)C(C)(C)OB([C:9]2[CH:14]=[CH:13][C:12]([NH:15][C:16](=[O:32])[O:17][C@@H:18]3[C@@H:23]([O:24][CH3:25])[C@@H:22]([O:26][CH2:27][CH3:28])[C@H:21]([O:29][CH3:30])[C@@H:20]([CH3:31])[O:19]3)=[CH:11][CH:10]=2)O1.Br[C:35]1[N:39]=[CH:38][N:37]([C:40]2[CH:45]=[CH:44][C:43]([O:46][C:47]([F:50])([F:49])[F:48])=[CH:42][CH:41]=2)[N:36]=1.C([O-])([O-])=O.[Na+].[Na+].COCCOC. The catalyst is ClCCl.O.C1C=CC([P]([Pd]([P](C2C=CC=CC=2)(C2C=CC=CC=2)C2C=CC=CC=2)([P](C2C=CC=CC=2)(C2C=CC=CC=2)C2C=CC=CC=2)[P](C2C=CC=CC=2)(C2C=CC=CC=2)C2C=CC=CC=2)(C2C=CC=CC=2)C2C=CC=CC=2)=CC=1. The product is [F:50][C:47]([F:48])([F:49])[O:46][C:43]1[CH:42]=[CH:41][C:40]([N:37]2[CH:38]=[N:39][C:35]([C:9]3[CH:10]=[CH:11][C:12]([NH:15][C:16](=[O:32])[O:17][C@@H:18]4[C@@H:23]([O:24][CH3:25])[C@@H:22]([O:26][CH2:27][CH3:28])[C@H:21]([O:29][CH3:30])[C@@H:20]([CH3:31])[O:19]4)=[CH:13][CH:14]=3)=[N:36]2)=[CH:45][CH:44]=1. The yield is 0.730. (4) The product is [O:1]1[CH2:2][CH2:3][O:4][C:5]2[CH:10]=[C:9]([NH:11][C:13]3[N:18]=[C:17]([N:19]4[CH2:24][CH2:23][CH2:22][C@H:21]([C:25]([NH:27][CH2:28][C:29]5[CH:30]=[CH:31][C:32]([CH3:35])=[CH:33][CH:34]=5)=[O:26])[CH2:20]4)[CH:16]=[CH:15][N:14]=3)[CH:8]=[CH:7][C:6]1=2. The catalyst is CS(C)=O. The reactants are [O:1]1[C:6]2[CH:7]=[CH:8][C:9]([NH2:11])=[CH:10][C:5]=2[O:4][CH2:3][CH2:2]1.Cl[C:13]1[N:18]=[C:17]([N:19]2[CH2:24][CH2:23][CH2:22][C@H:21]([C:25]([NH:27][CH2:28][C:29]3[CH:34]=[CH:33][C:32]([CH3:35])=[CH:31][CH:30]=3)=[O:26])[CH2:20]2)[CH:16]=[CH:15][N:14]=1. The yield is 0.180. (5) The reactants are [CH:1]([N:4]1[C:8]2=[N:9][C:10]([C:21]3[CH:26]=[CH:25][C:24]([N+:27]([O-])=O)=[CH:23][CH:22]=3)=[N:11][C:12]([N:13]3[CH2:19][CH:18]4[O:20][CH:15]([CH2:16][CH2:17]4)[CH2:14]3)=[C:7]2[CH:6]=[N:5]1)([CH3:3])[CH3:2].C(OCC)(=O)C. The catalyst is O1CCCC1. The product is [CH:18]12[O:20][CH:15]([CH2:16][CH2:17]1)[CH2:14][N:13]([C:12]1[N:11]=[C:10]([C:21]3[CH:26]=[CH:25][C:24]([NH2:27])=[CH:23][CH:22]=3)[N:9]=[C:8]3[N:4]([CH:1]([CH3:3])[CH3:2])[N:5]=[CH:6][C:7]=13)[CH2:19]2. The yield is 0.370.